Dataset: Forward reaction prediction with 1.9M reactions from USPTO patents (1976-2016). Task: Predict the product of the given reaction. (1) Given the reactants [CH:1]1[C:10]2[CH:9]=[CH:8][CH:7]=[C:6](B(O)O)[C:5]=2[CH:4]=[CH:3][N:2]=1.FC(F)(F)S(O[C:20]1[C@@:24]2([CH3:40])[CH2:25][CH2:26][C@H:27]3[C@H:36]([C@@H:23]2[CH2:22][CH:21]=1)[CH2:35][CH:34]=[C:33]1[C@:28]3([CH3:39])[CH2:29][CH2:30][C:31](=[O:38])[N:32]1[CH3:37])(=O)=O, predict the reaction product. The product is: [CH:1]1[C:10]2[C:5](=[C:6]([C:20]3[C@@:24]4([CH3:40])[CH2:25][CH2:26][C@H:27]5[C@H:36]([C@@H:23]4[CH2:22][CH:21]=3)[CH2:35][CH:34]=[C:33]3[C@:28]5([CH3:39])[CH2:29][CH2:30][C:31](=[O:38])[N:32]3[CH3:37])[CH:7]=[CH:8][CH:9]=2)[CH:4]=[CH:3][N:2]=1. (2) The product is: [CH3:9][N:10]1[CH2:15][CH2:14][N:13]([CH2:2][C:3]([NH:5][CH2:6][C:7]#[CH:8])=[O:4])[CH2:12][CH2:11]1. Given the reactants Br[CH2:2][C:3]([NH:5][CH2:6][C:7]#[CH:8])=[O:4].[CH3:9][N:10]1[CH2:15][CH2:14][NH:13][CH2:12][CH2:11]1, predict the reaction product. (3) Given the reactants [Br:1][C:2]1[C:8]([F:9])=[CH:7][C:5]([NH2:6])=[C:4]([C:10]#[C:11][Si](C)(C)C)[CH:3]=1, predict the reaction product. The product is: [Br:1][C:2]1[CH:3]=[C:4]2[C:5](=[CH:7][C:8]=1[F:9])[NH:6][CH:11]=[CH:10]2.